This data is from Peptide-MHC class I binding affinity with 185,985 pairs from IEDB/IMGT. The task is: Regression. Given a peptide amino acid sequence and an MHC pseudo amino acid sequence, predict their binding affinity value. This is MHC class I binding data. (1) The peptide sequence is SQFNHWFGE. The MHC is HLA-A03:01 with pseudo-sequence HLA-A03:01. The binding affinity (normalized) is 0.0847. (2) The MHC is HLA-B18:01 with pseudo-sequence HLA-B18:01. The peptide sequence is RYLKDQQLL. The binding affinity (normalized) is 0. (3) The peptide sequence is ETIEILRNY. The MHC is HLA-B08:02 with pseudo-sequence HLA-B08:02. The binding affinity (normalized) is 0.0847.